This data is from NCI-60 drug combinations with 297,098 pairs across 59 cell lines. The task is: Regression. Given two drug SMILES strings and cell line genomic features, predict the synergy score measuring deviation from expected non-interaction effect. Drug 1: COC1=C(C=C2C(=C1)N=CN=C2NC3=CC(=C(C=C3)F)Cl)OCCCN4CCOCC4. Drug 2: C(CCl)NC(=O)N(CCCl)N=O. Cell line: DU-145. Synergy scores: CSS=35.3, Synergy_ZIP=3.79, Synergy_Bliss=5.95, Synergy_Loewe=-10.1, Synergy_HSA=3.59.